This data is from Full USPTO retrosynthesis dataset with 1.9M reactions from patents (1976-2016). The task is: Predict the reactants needed to synthesize the given product. (1) Given the product [OH:34][CH2:33][CH2:32][S:31][C:2]1[CH:7]=[CH:6][C:5]([N+:8]([O-:10])=[O:9])=[CH:4][C:3]=1[NH:11][CH:12]1[CH2:17][CH2:16][N:15]([C:18]([O:20][C:21]([CH3:24])([CH3:23])[CH3:22])=[O:19])[CH2:14][CH2:13]1, predict the reactants needed to synthesize it. The reactants are: Cl[C:2]1[CH:7]=[CH:6][C:5]([N+:8]([O-:10])=[O:9])=[CH:4][C:3]=1[NH:11][CH:12]1[CH2:17][CH2:16][N:15]([C:18]([O:20][C:21]([CH3:24])([CH3:23])[CH3:22])=[O:19])[CH2:14][CH2:13]1.C(=O)([O-])[O-].[K+].[K+].[SH:31][CH2:32][CH2:33][OH:34]. (2) Given the product [CH2:15]([OH:16])[C@H:13]1[O:14][C@H:9]([O:8][C@H:6]2[O:7][C@H:2]([CH2:1][OH:23])[C@@H:3]([OH:22])[C@H:4]([OH:21])[C@H:5]2[OH:20])[C@H:10]([OH:19])[C@@H:11]([OH:18])[C@@H:12]1[OH:17], predict the reactants needed to synthesize it. The reactants are: [CH2:1]([OH:23])[C@H:2]1[O:7][C@H:6]([O:8][C@H:9]2[O:14][C@H:13]([CH2:15][OH:16])[C@@H:12]([OH:17])[C@H:11]([OH:18])[C@H:10]2[OH:19])[C@H:5]([OH:20])[C@@H:4]([OH:21])[C@@H:3]1[OH:22].O.O.Cl. (3) Given the product [CH3:14][O:13][N:15]([CH3:16])[C:5](=[O:7])[CH2:4][CH2:3][CH:2]([OH:6])[CH3:1], predict the reactants needed to synthesize it. The reactants are: [CH3:1][CH:2]1[O:6][C:5](=[O:7])[CH2:4][CH2:3]1.[Al+3].[Cl-].[Cl-].[Cl-].Cl.[O:13]([NH2:15])[CH3:14].[C:16](=O)(O)[O-].[Na+]. (4) Given the product [C:22]([N:34]1[CH:33]=[CH:32][CH:31]=[C:27]([C:28]([OH:30])=[O:29])[CH:26]1[NH2:25])(=[O:24])[CH2:21][CH2:20][CH:19]=[CH:18][CH2:17][CH:16]=[CH:15][CH2:14][CH:13]=[CH:12][CH2:11][CH:10]=[CH:9][CH2:8][CH:7]=[CH:6][CH2:5][CH:4]=[CH:3][CH2:2][CH3:1], predict the reactants needed to synthesize it. The reactants are: [CH3:1][CH2:2]/[CH:3]=[CH:4]\[CH2:5]/[CH:6]=[CH:7]\[CH2:8]/[CH:9]=[CH:10]\[CH2:11]/[CH:12]=[CH:13]\[CH2:14]/[CH:15]=[CH:16]\[CH2:17]/[CH:18]=[CH:19]\[CH2:20][CH2:21][C:22]([OH:24])=O.[NH2:25][C:26]1[N:34]=[CH:33][CH:32]=[CH:31][C:27]=1[C:28]([OH:30])=[O:29]. (5) Given the product [Cl:1][C:2]1[CH:3]=[CH:4][C:5]2[C:14]3[C:9](=[CH:10][N:11]=[CH:12][CH:13]=3)[C:8](=[O:15])[N:7]([CH2:20][CH:17]3[CH2:19][CH2:18]3)[C:6]=2[CH:16]=1, predict the reactants needed to synthesize it. The reactants are: [Cl:1][C:2]1[CH:3]=[CH:4][C:5]2[C:14]3[C:9](=[CH:10][N:11]=[CH:12][CH:13]=3)[C:8](=[O:15])[NH:7][C:6]=2[CH:16]=1.[CH:17]1([CH2:20]Br)[CH2:19][CH2:18]1. (6) Given the product [Br:12][C:6]1[CH:5]=[C:4]2[C:9]([CH:10]=[CH:11][CH:2]=[C:3]2[F:18])=[CH:8][CH:7]=1, predict the reactants needed to synthesize it. The reactants are: N[C:2]1[CH:11]=[CH:10][C:9]2[C:4](=[CH:5][C:6]([Br:12])=[CH:7][CH:8]=2)[CH:3]=1.Cl.N([O-])=O.[Na+].[F:18][B-](F)(F)F.[Na+].